Dataset: Catalyst prediction with 721,799 reactions and 888 catalyst types from USPTO. Task: Predict which catalyst facilitates the given reaction. Product: [C:1]1([N:7]2[CH2:12][CH2:11][C:10]([CH2:21][NH:22][C:23]([NH:25][C:26]3[C:31]([CH:32]([CH3:33])[CH3:34])=[CH:30][C:29]([NH2:35])=[CH:28][C:27]=3[CH:43]([CH3:45])[CH3:44])=[O:24])([C:13]3[CH:18]=[CH:17][CH:16]=[C:15]([OH:19])[CH:14]=3)[CH2:9][CH2:8]2)[CH:2]=[CH:3][CH:4]=[CH:5][CH:6]=1. Reactant: [C:1]1([N:7]2[CH2:12][CH2:11][C:10]([CH2:21][NH:22][C:23]([NH:25][C:26]3[C:31]([CH:32]([CH3:34])[CH3:33])=[CH:30][C:29]([NH:35]C(OC(C)(C)C)=O)=[CH:28][C:27]=3[CH:43]([CH3:45])[CH3:44])=[O:24])([C:13]3[CH:18]=[CH:17][CH:16]=[C:15]([O:19]C)[CH:14]=3)[CH2:9][CH2:8]2)[CH:6]=[CH:5][CH:4]=[CH:3][CH:2]=1.B(Br)(Br)Br. The catalyst class is: 2.